Task: Predict which catalyst facilitates the given reaction.. Dataset: Catalyst prediction with 721,799 reactions and 888 catalyst types from USPTO (1) Reactant: [NH2:1][C:2]1[C:6]2[CH:7]=[N:8][C:9]3[CH:10]=[C:11]([O:17][CH3:18])[C:12]([O:15][CH3:16])=[CH:13][C:14]=3[C:5]=2[S:4](=O)[C:3]=1[C:20]([O:22][CH3:23])=[O:21].[Cl:24][C:25]1[CH:33]=[CH:32][C:28]([C:29](Cl)=[O:30])=[CH:27][C:26]=1[N+:34]([O-:36])=[O:35].CCN(CC)CC. Product: [Cl:24][C:25]1[CH:33]=[CH:32][C:28]([C:29]([NH:1][C:2]2[C:6]3[CH:7]=[N:8][C:9]4[CH:10]=[C:11]([O:17][CH3:18])[C:12]([O:15][CH3:16])=[CH:13][C:14]=4[C:5]=3[S:4][C:3]=2[C:20]([O:22][CH3:23])=[O:21])=[O:30])=[CH:27][C:26]=1[N+:34]([O-:36])=[O:35]. The catalyst class is: 3. (2) Reactant: [N+:1]([O-:4])(O)=[O:2].[CH3:5][C:6]1[CH:7]=[C:8]2[N:13]([CH:14]=1)[CH:12]=[CH:11][CH:10]=[CH:9]2. Product: [CH3:5][C:6]1[C:7]([N+:1]([O-:4])=[O:2])=[C:8]2[N:13]([CH:14]=1)[CH:12]=[CH:11][CH:10]=[CH:9]2. The catalyst class is: 65.